From a dataset of Retrosynthesis with 50K atom-mapped reactions and 10 reaction types from USPTO. Predict the reactants needed to synthesize the given product. (1) Given the product CCN(CCNC(=O)c1ccc2cc(I)ccc2c1)CCOc1cccnc1F, predict the reactants needed to synthesize it. The reactants are: CCN(CCN)CCOc1cccnc1F.CCOC(=O)c1ccc2cc(I)ccc2c1. (2) The reactants are: NC(=S)Nc1ccc2c(c1)CCC2.O=C(CBr)c1ccncc1. Given the product c1cc(-c2csc(Nc3ccc4c(c3)CCC4)n2)ccn1, predict the reactants needed to synthesize it. (3) Given the product CC1(C)CC2(CC(C)(C)N1)OC1(CCCCCCCCCCC1)N(CCC(=O)NN)C2=O, predict the reactants needed to synthesize it. The reactants are: CCCCCCCCCCCCOC(=O)CCN1C(=O)C2(CC(C)(C)NC(C)(C)C2)OC12CCCCCCCCCCC2.NN. (4) Given the product C=C(c1cc(Cl)cc(Cl)c1)C(F)(F)F, predict the reactants needed to synthesize it. The reactants are: C=C(Br)C(F)(F)F.OB(O)c1cc(Cl)cc(Cl)c1. (5) Given the product Cc1cc(Nc2cc(F)c(F)cc2C(=O)O)n(-c2ccncc2)n1, predict the reactants needed to synthesize it. The reactants are: Cc1cc(N)n(-c2ccncc2)n1.O=C(O)c1cc(F)c(F)cc1Cl. (6) Given the product CC(C)(C)OC(=O)N1CCN(c2ccc3[nH]nc(S(=O)(=O)c4cccc5ccccc45)c3c2)CC1, predict the reactants needed to synthesize it. The reactants are: CC(C)(C)OC(=O)OC(=O)OC(C)(C)C.O=S(=O)(c1cccc2ccccc12)c1n[nH]c2ccc(N3CCNCC3)cc12. (7) Given the product C=CCCCCCCCC(=O)O, predict the reactants needed to synthesize it. The reactants are: C=CCCCCCCCC(=O)OC.